This data is from Retrosynthesis with 50K atom-mapped reactions and 10 reaction types from USPTO. The task is: Predict the reactants needed to synthesize the given product. (1) Given the product COc1ccc(COc2ccc(C#N)cc2C=CC=O)cc1, predict the reactants needed to synthesize it. The reactants are: COc1ccc(COc2ccc(C#N)cc2C=O)cc1.O=CC=P(c1ccccc1)(c1ccccc1)c1ccccc1. (2) The reactants are: CCN1C(=O)C(C)(C)c2cc3[nH]c(-c4n[nH]cc4N)nc3cc21.Cc1cc(C(=O)O)n[nH]1. Given the product CCN1C(=O)C(C)(C)c2cc3[nH]c(-c4n[nH]cc4NC(=O)c4cc(C)[nH]n4)nc3cc21, predict the reactants needed to synthesize it. (3) The reactants are: CI.OCC1CCC(CO)CC1. Given the product COCC1CCC(CO)CC1, predict the reactants needed to synthesize it. (4) Given the product CCc1ccc(NC(=NO)c2ccc(Cl)c(C(=O)OC)c2F)cc1, predict the reactants needed to synthesize it. The reactants are: CCc1ccc(N)cc1.COC(=O)c1c(Cl)ccc(C(Cl)=NO)c1F. (5) Given the product CCOC(=O)CCCOc1ccccc1O, predict the reactants needed to synthesize it. The reactants are: CCOC(=O)CCCOc1ccccc1OCc1ccccc1. (6) Given the product O=C(Nc1cc2[nH]c(-c3ccccc3)c3cn[nH]c(=O)c(c1)c23)c1cccc(F)c1F, predict the reactants needed to synthesize it. The reactants are: Nc1cc2[nH]c(-c3ccccc3)c3cn[nH]c(=O)c(c1)c23.O=C(O)c1cccc(F)c1F. (7) Given the product Cn1cc(-c2cnc3nnn(C[C@@H]4CN(c5ncc(-c6cnn(CCOC7CCCCO7)c6)cn5)CCO4)c3n2)cn1, predict the reactants needed to synthesize it. The reactants are: CC1(C)OB(c2cnn(CCOC3CCCCO3)c2)OC1(C)C.Cn1cc(-c2cnc3nnn(C[C@@H]4CN(c5ncc(Br)cn5)CCO4)c3n2)cn1. (8) Given the product CNc1ccnc(N[C@H]2CC[C@@H](NC(=O)c3ccc(F)c(F)c3)CC2)n1, predict the reactants needed to synthesize it. The reactants are: CNc1ccnc(N[C@H]2CC[C@@H](N)CC2)n1.O=C(O)c1ccc(F)c(F)c1. (9) Given the product CCN1CC(C)(C)OC(=O)C1CC(=O)Nc1ccc(C(C)C)cc1, predict the reactants needed to synthesize it. The reactants are: CC(C)c1ccc(N)cc1.CCN1CC(C)(C)OC(=O)C1CC(=O)O.